From a dataset of Reaction yield outcomes from USPTO patents with 853,638 reactions. Predict the reaction yield, written as a fraction of the theoretical maximum amount of product (1.0 means a 100% yield; for example, 0.34 means a 34% yield). (1) The product is [Cl:23][C:24]1[N:25]=[C:26]([NH:35][NH:36][C:8](=[O:10])[C@H:7]([CH2:6][CH:1]2[CH2:2][CH2:3][CH2:4][CH2:5]2)[CH2:11][N:12]([O:13][CH2:14][C:15]2[CH:20]=[CH:19][CH:18]=[CH:17][CH:16]=2)[CH:21]=[O:22])[C:27]([F:34])=[C:28]([NH:30][CH:31]([CH3:33])[CH3:32])[N:29]=1. The yield is 0.170. The reactants are [CH:1]1([CH2:6][C@H:7]([CH2:11][N:12]([CH:21]=[O:22])[O:13][CH2:14][C:15]2[CH:20]=[CH:19][CH:18]=[CH:17][CH:16]=2)[C:8]([OH:10])=O)[CH2:5][CH2:4][CH2:3][CH2:2]1.[Cl:23][C:24]1[N:29]=[C:28]([NH:30][CH:31]([CH3:33])[CH3:32])[C:27]([F:34])=[C:26]([NH:35][NH2:36])[N:25]=1.C(Cl)CCl.C1C=NC2N(O)N=NC=2C=1.CN1CCOCC1. The catalyst is CN(C=O)C. (2) The reactants are [H-].[Na+].[S:3]([N:13]1[C:17]2=[N:18][CH:19]=[C:20]([NH:22][C:23](=[O:29])[O:24][C:25]([CH3:28])([CH3:27])[CH3:26])[N:21]=[C:16]2[CH:15]=[CH:14]1)([C:6]1[CH:12]=[CH:11][C:9]([CH3:10])=[CH:8][CH:7]=1)(=[O:5])=[O:4].Br[CH2:31][C:32]([CH:34]1[CH:39]([CH3:40])[CH2:38][CH2:37][N:36]([C:41]([O:43][CH2:44][C:45]2[CH:50]=[CH:49][CH:48]=[CH:47][CH:46]=2)=[O:42])[CH2:35]1)=[O:33]. The catalyst is CN(C=O)C. The product is [C:25]([O:24][C:23]([N:22]([C:20]1[N:21]=[C:16]2[CH:15]=[CH:14][N:13]([S:3]([C:6]3[CH:7]=[CH:8][C:9]([CH3:10])=[CH:11][CH:12]=3)(=[O:5])=[O:4])[C:17]2=[N:18][CH:19]=1)[CH2:31][C:32]([CH:34]1[CH:39]([CH3:40])[CH2:38][CH2:37][N:36]([C:41]([O:43][CH2:44][C:45]2[CH:46]=[CH:47][CH:48]=[CH:49][CH:50]=2)=[O:42])[CH2:35]1)=[O:33])=[O:29])([CH3:26])([CH3:28])[CH3:27]. The yield is 1.00.